Binary Classification. Given a miRNA mature sequence and a target amino acid sequence, predict their likelihood of interaction. From a dataset of Experimentally validated miRNA-target interactions with 360,000+ pairs, plus equal number of negative samples. (1) The miRNA is hsa-miR-27a-3p with sequence UUCACAGUGGCUAAGUUCCGC. The protein sequence of the target gene is MAASMARRLWPLLTRRGFRPRGGCISNDSPRRSFTTEKRNRNLLYEYAREGYSALPQLDIERFCACPEEAAHALELRKGELRSADLPAIISTWQELRQLQEQIRSLEEEKAAVTEAVRALLANQDSGEVQQDPKYQGLRARGREIRKELVHLYPREAQLEEQFYLQALKLPNQTHPDVPVGDESQARVLHMVGDKPVFSFQPRGHLEIGEKLDIIRQKRLSHVSGHRSYYLRGAGALLQHGLVNFTFNKLLRRGFTPMTVPDLLRGAVFEGCGMTPNANPSQIYNIDPARFKDLNLAGTA.... Result: 0 (no interaction). (2) The miRNA is hsa-miR-548b-5p with sequence AAAAGUAAUUGUGGUUUUGGCC. Result: 0 (no interaction). The protein sequence of the target gene is MVVALRYVWPLLLCSPCLLIQIPEEYEGHHVMEPPVITEQSPRRLVVFPTDDISLKCEASGKPEVQFRWTRDGVHFKPKEELGVTVYQSPHSGSFTITGNNSNFAQRFQGIYRCFASNKLGTAMSHEIRLMAEGAPKWPKETVKPVEVEEGESVVLPCNPPPSAEPLRIYWMNSKILHIKQDERVTMGQNGNLYFANVLTSDNHSDYICHAHFPGTRTIIQKEPIDLRVKATNSMIDRKPRLLFPTNSSSHLVALQGQPLVLECIAEGFPTPTIKWLRPSGPMPADRVTYQNHNKTLQLL.... (3) The miRNA is hsa-miR-641 with sequence AAAGACAUAGGAUAGAGUCACCUC. The protein sequence of the target gene is MDSDDEMVEEAVEGHLDDDGLPHGFCTVTYSSTDRFEGNFVHGEKNGRGKFFFFDGSTLEGYYVDDALQGQGVYTYEDGGVLQGTYVDGELNGPAQEYDTDGRLIFKGQYKDNIRHGVCWIYYPDGGSLVGEVNEDGEMTGEKIAYVYPDERTALYGKFIDGEMIEGKLATLMSTEEGRPHFELMPGNSVYHFDKSTSSCISTNALLPDPYESERVYVAESLISSAGEGLFSKVAVGPNTVMSFYNGVRITHQEVDSRDWALNGNTLSLDEETVIDVPEPYNHVSKYCASLGHKANHSFT.... Result: 1 (interaction). (4) The miRNA is hsa-miR-3909 with sequence UGUCCUCUAGGGCCUGCAGUCU. The protein sequence of the target gene is MVVSTFTDMDTFPNNFPPGGDSGLTGSQSEFQKMLIDERLRCEHHKANYQTLKAEHTRLQNEHVKLQNELKHLFNEKQTQQEKLQLLLEELRGELVEKTKDLEEMKLQILTPQKLELLRAQIQQELETPMRERFRNLDEEVEKYRAVYNKLRYEHTFLKSEFEHQKEEYARILDEGKIKYESEIARLEEDKEELRNQLLNVDLTKDSKRVEQLAREKVYLCQKLKGLEAEVAELKAEKENSEAQVENAQRIQVRQLAEMQATVRSLEAEKQSANLRAERLEKELQSSSEQNTFLINKLHK.... Result: 0 (no interaction). (5) The miRNA is hsa-miR-96-5p with sequence UUUGGCACUAGCACAUUUUUGCU. The protein sequence of the target gene is MRLWSWVLHLGLLSAALGCGLAERPRRARRDPRAGRPPRPAAGPATCATRAARGRRASPPPPPPPGGAWEAVRVPRRRQQREARGATEEPSPPSRALYFSGRGEQLRLRADLELPRDAFTLQVWLRAEGGQRSPAVITGLYDKCSYISRDRGWVVGIHTISDQDNKDPRYFFSLKTDRARQVTTINAHRSYLPGQWVYLAATYDGQFMKLYVNGAQVATSGEQVGGIFSPLTQKCKVLMLGGSALNHNYRGYIEHFSLWKVARTQREILSDMETHGAHTALPQLLLQENWDNVKHAWSPM.... Result: 0 (no interaction). (6) The miRNA is mmu-miR-3572-3p with sequence UACACUUGUCCUUCUUUCCCCAG. The protein sequence of the target gene is MSRSKRDNNFYSVEIGDSTFTVLKRYQNLKPIGSGAQGIVCAAYDAILERNVAIKKLSRPFQNQTHAKRAYRELVLMKCVNHKNIIGLLNVFTPQKSLEEFQDVYIVMELMDANLCQVIQMELDHERMSYLLYQMLCGIKHLHSAGIIHRDLKPSNIVVKSDCTLKILDFGLARTAGTSFMMTPYVVTRYYRAPEVILGMGYKENVDLWSVGCIMGEMVCHKILFPGRDYIDQWNKVIEQLGTPCPEFMKKLQPTVRTYVENRPKYAGYSFEKLFPDVLFPADSEHNKLKASQARDLLSK.... Result: 1 (interaction). (7) The miRNA is hsa-miR-922 with sequence GCAGCAGAGAAUAGGACUACGUC. The protein sequence of the target gene is MTMDSGADNQQSGDAAVTEAESQQMTVQAQPQIATLAQVSMPAAHATSSAPTVTLVQLPNGQTVQVHGVIQAAQPSVIQSPQVQTVQISTIAESEDSQESVDSVTDSQKRREILSRRPSYRKILNDLSSDAPGVPRIEEEKSEEETSAPAITTVTVPTPIYQTSSGQYIAITQGGAIQLANNGTDGVQGLQTLTMTNAAATQPGTTILQYAQTTDGQQILVPSNQVVVQAASGDVQTYQIRTAPTSTIAPGVVMASSPALPTQPAEEAARKREVRLMKNREAARECRRKKKEYVKCLENR.... Result: 0 (no interaction). (8) The miRNA is hsa-miR-149-3p with sequence AGGGAGGGACGGGGGCUGUGC. The protein sequence of the target gene is MAVMAPRTLLLLLSGALALTQTWAGSHSMRYFFTSVSRPGRGEPRFIAVGYVDDTQFVRFDSDAASQRMEPRAPWIEQEGPEYWDQETRNVKAQSQTDRVDLGTLRGYYNQSEAGSHTIQIMYGCDVGSDGRFLRGYRQDAYDGKDYIALNEDLRSWTAADMAAQITKRKWEAAHEAEQLRAYLDGTCVEWLRRYLENGKETLQRTDPPKTHMTHHPISDHEATLRCWALGFYPAEITLTWQRDGEDQTQDTELVETRPAGDGTFQKWAAVVVPSGEEQRYTCHVQHEGLPKPLTLRWEL.... Result: 1 (interaction). (9) The miRNA is hsa-miR-6888-3p with sequence AUCUGUCUCGAUUGUUUCCAG. The protein sequence of the target gene is MHFLTIYPNCSSGVVRAQSRTEQKNPLGLDDLGIQNLGQTVSLAPAVEAASMLKMEPLNSTHPGTAASSSPLESRAAGGGSGNGNEYFYILVVMSFYGIFLIGIMLGYMKSKRREKKSSLLLLYKDEERLWGEAMKPLPVVSGLRSVQVPLMLNMLQESVAPALSCTLCSMEGDSVSSESSSPDVHLTIQEEGADDELEETSETPLNESSEGSSENIHQNS. Result: 1 (interaction). (10) The protein sequence of the target gene is MLERKKPKTAENQKASEENEITQPGGSSAKPGLPCLNFEAVLSPDPALIHSTHSLTNSHAHTGSSDCDISCKGMTERIHSINLHNFSNSVLETLNEQRNRGHFCDVTVRIHGSMLRAHRCVLAAGSPFFQDKLLLGYSDIEIPSVVSVQSVQKLIDFMYSGVLRVSQSEALQILTAASILQIKTVIDECTRIVSQNVGDVFPGIQDSGQDTPRGTPESGTSGQSSDTESGYLQSHPQHSVDRIYSALYACSMQNGSGERSFYSGAVVSHHETALGLPRDHHMEDPSWITRIHERSQQMER.... The miRNA is hsa-miR-383-5p with sequence AGAUCAGAAGGUGAUUGUGGCU. Result: 1 (interaction).